From a dataset of Full USPTO retrosynthesis dataset with 1.9M reactions from patents (1976-2016). Predict the reactants needed to synthesize the given product. (1) Given the product [NH2:14][C:13]1[C:10](=[N:9][NH:8][C:4]2[CH:5]=[CH:6][CH:7]=[C:2]([I:1])[CH:3]=2)[C:11]([NH2:12])=[N:30][N:29]=1, predict the reactants needed to synthesize it. The reactants are: [I:1][C:2]1[CH:3]=[C:4]([NH:8][N:9]=[C:10]([C:13]#[N:14])[C:11]#[N:12])[CH:5]=[CH:6][CH:7]=1.IC1C=C(C=CC=1)N.C(#N)CC#N.O.[NH2:29][NH2:30]. (2) Given the product [Cl:25][C:24]1[C:23]2[C:18](=[CH:19][CH:20]=[CH:21][CH:22]=2)[N:17]=[CH:16][C:15]=1[NH:14][C:8](=[O:13])[CH2:9][CH2:10][CH2:11][CH3:12], predict the reactants needed to synthesize it. The reactants are: [C:8](O[C:8](=[O:13])[CH2:9][CH2:10][CH2:11][CH3:12])(=[O:13])[CH2:9][CH2:10][CH2:11][CH3:12].[NH2:14][C:15]1[CH:16]=[N:17][C:18]2[C:23]([C:24]=1[Cl:25])=[CH:22][CH:21]=[CH:20][CH:19]=2. (3) Given the product [F:22][C:16]1[C:17]([F:21])=[CH:18][CH:19]=[CH:20][C:15]=1[C@H:12]1[CH2:13][N:14]([CH2:34][C:35]([OH:37])([CH3:38])[CH3:36])[C:23](=[O:25])[C@H:9]([N:8]([C:26]([O:28][C:29]([CH3:30])([CH3:32])[CH3:31])=[O:27])[C:6]([O:5][C:1]([CH3:4])([CH3:3])[CH3:2])=[O:7])[CH2:10][CH2:11]1, predict the reactants needed to synthesize it. The reactants are: [C:1]([O:5][C:6]([N:8]([C:26]([O:28][C:29]([CH3:32])([CH3:31])[CH3:30])=[O:27])[C@@H:9]([C:23]([OH:25])=O)[CH2:10][CH2:11][C@@H:12]([C:15]1[CH:20]=[CH:19][CH:18]=[C:17]([F:21])[C:16]=1[F:22])[CH2:13][NH2:14])=[O:7])([CH3:4])([CH3:3])[CH3:2].Cl[CH2:34][C:35]([CH3:38])([OH:37])[CH3:36].C(N(CC)C(C)C)(C)C.C(Cl)CCl.C1C=NC2N(O)N=NC=2C=1.C([O-])(O)=O.[Na+]. (4) Given the product [Si:1]([O:8][C:9]1([CH2:15][CH2:16][CH2:17][NH:18][C:19]2[C:28]3[C:23](=[CH:24][CH:25]=[CH:26][CH:27]=3)[N:22]=[CH:21][C:20]=2[NH2:29])[CH2:10][CH2:11][CH2:12][CH2:13][CH2:14]1)([C:4]([CH3:6])([CH3:7])[CH3:5])([CH3:3])[CH3:2], predict the reactants needed to synthesize it. The reactants are: [Si:1]([O:8][C:9]1([CH2:15][CH2:16][CH2:17][NH:18][C:19]2[C:28]3[C:23](=[CH:24][CH:25]=[CH:26][CH:27]=3)[N:22]=[CH:21][C:20]=2[N+:29]([O-])=O)[CH2:14][CH2:13][CH2:12][CH2:11][CH2:10]1)([C:4]([CH3:7])([CH3:6])[CH3:5])([CH3:3])[CH3:2]. (5) Given the product [C:13]([O:17][C:18]([NH:20][C:21]1[CH:22]=[C:23]([C:27]([NH:29][C:30]2[CH:31]=[C:32]([C:36]([OH:38])=[O:37])[N:33]([CH3:35])[CH:34]=2)=[O:28])[N:24]([CH3:26])[CH:25]=1)=[O:19])([CH3:16])([CH3:14])[CH3:15], predict the reactants needed to synthesize it. The reactants are: C(C1NC=CC=1)(OC(C)(C)C)=O.[C:13]([O:17][C:18]([NH:20][C:21]1[CH:22]=[C:23]([C:27]([NH:29][C:30]2[CH:31]=[C:32]([C:36]([O:38]C)=[O:37])[N:33]([CH3:35])[CH:34]=2)=[O:28])[N:24]([CH3:26])[CH:25]=1)=[O:19])([CH3:16])([CH3:15])[CH3:14].[OH-].[Na+]. (6) Given the product [OH:1][C:2]1[CH:9]=[C:8]([O:10][CH:13]2[CH2:14][CH2:15][CH2:16][CH2:17][O:12]2)[CH:7]=[C:6]([CH3:11])[C:3]=1[CH:4]=[O:5], predict the reactants needed to synthesize it. The reactants are: [OH:1][C:2]1[CH:9]=[C:8]([OH:10])[CH:7]=[C:6]([CH3:11])[C:3]=1[CH:4]=[O:5].[O:12]1[CH:17]=[CH:16][CH2:15][CH2:14][CH2:13]1. (7) Given the product [NH2:8][C:9]1[CH:10]=[CH:11][C:12]2[C:17]([NH:18][C:19]3[C:24]([C:25]([NH:27][CH3:28])=[O:26])=[CH:23][N:22]=[CH:21][CH:20]=3)=[N:16][C:15]([C:29]3[CH:34]=[C:33]([Cl:35])[CH:32]=[CH:31][C:30]=3[F:36])=[N:14][C:13]=2[N:37]=1, predict the reactants needed to synthesize it. The reactants are: COC1C=CC(C[N:8](CC2C=CC(OC)=CC=2)[C:9]2[CH:10]=[CH:11][C:12]3[C:17]([NH:18][C:19]4[C:24]([C:25]([NH:27][CH3:28])=[O:26])=[CH:23][N:22]=[CH:21][CH:20]=4)=[N:16][C:15]([C:29]4[CH:34]=[C:33]([Cl:35])[CH:32]=[CH:31][C:30]=4[F:36])=[N:14][C:13]=3[N:37]=2)=CC=1. (8) Given the product [CH3:10][CH2:7][C:6](=[O:8])[CH2:5][CH2:4][CH2:3][CH2:2][CH3:9], predict the reactants needed to synthesize it. The reactants are: C[CH:2]([CH3:9])[CH2:3][CH2:4][CH2:5][C:6](=[O:8])[CH3:7].[CH3:10]C(CC=O)C.